This data is from Reaction yield outcomes from USPTO patents with 853,638 reactions. The task is: Predict the reaction yield, written as a fraction of the theoretical maximum amount of product (1.0 means a 100% yield; for example, 0.34 means a 34% yield). The reactants are [C:1]([O:4][CH2:5][C:6]([CH2:11][O:12][C:13]1[CH:18]=[CH:17][CH:16]=[C:15]([NH2:19])[C:14]=1[C:20]#[N:21])([CH2:9][CH3:10])[CH2:7][CH3:8])(=[O:3])[CH3:2].[S:22](Cl)(=[O:25])(=[O:24])[NH2:23]. No catalyst specified. The product is [C:1]([O:4][CH2:5][C:6]([CH2:11][O:12][C:13]1[CH:18]=[CH:17][CH:16]=[C:15]([NH:19][S:22](=[O:25])(=[O:24])[NH2:23])[C:14]=1[C:20]#[N:21])([CH2:9][CH3:10])[CH2:7][CH3:8])(=[O:3])[CH3:2]. The yield is 0.900.